From a dataset of Reaction yield outcomes from USPTO patents with 853,638 reactions. Predict the reaction yield, written as a fraction of the theoretical maximum amount of product (1.0 means a 100% yield; for example, 0.34 means a 34% yield). (1) The reactants are FC(F)(F)C(O)=O.C(OC([N:15]1[CH2:20][CH2:19][C:18]2([C:28]3[C:23](=[CH:24][CH:25]=[C:26]([Cl:29])[CH:27]=3)[N:22]([C:30](=[O:32])[CH3:31])[CH2:21]2)[CH2:17][CH2:16]1)=O)(C)(C)C.CO.ClCCl.C(N(CC)CC)C. The catalyst is ClCCl. The product is [C:30]([N:22]1[C:23]2[C:28](=[CH:27][C:26]([Cl:29])=[CH:25][CH:24]=2)[C:18]2([CH2:19][CH2:20][NH:15][CH2:16][CH2:17]2)[CH2:21]1)(=[O:32])[CH3:31]. The yield is 0.610. (2) The reactants are C1C=C2N=NN(O)C2=CC=1.O.C(N(CC)CC)C.C(OC(Cl)=O)C.[NH2:25][C:26]1[CH:27]=[C:28]([CH:32]=[CH:33][C:34]=1[NH2:35])[C:29]([OH:31])=O.[CH3:36][N:37]1[CH2:42][CH2:41][NH:40][CH2:39][CH2:38]1. The catalyst is CN(C=O)C.O. The product is [NH2:25][C:26]1[CH:27]=[C:28]([C:29]([N:40]2[CH2:41][CH2:42][N:37]([CH3:36])[CH2:38][CH2:39]2)=[O:31])[CH:32]=[CH:33][C:34]=1[NH2:35]. The yield is 0.180. (3) The reactants are [C:1]([O:4][C@H:5]1[CH2:9][C@H:8]([N:10]2[CH:18]=[N:17][C:16]3[C:11]2=[N:12][CH:13]=[N:14][C:15]=3Br)[O:7][C@@H:6]1[CH2:20][O:21][Si:22]([C:25]([CH3:28])([CH3:27])[CH3:26])([CH3:24])[CH3:23])(=[O:3])[CH3:2].CCN(C(C)C)C(C)C.[C:38]1([C:44]#[CH:45])[CH:43]=[CH:42][CH:41]=[CH:40][CH:39]=1. The catalyst is CN(C=O)C.[Cu]I.Cl[Pd](Cl)([P](C1C=CC=CC=1)(C1C=CC=CC=1)C1C=CC=CC=1)[P](C1C=CC=CC=1)(C1C=CC=CC=1)C1C=CC=CC=1. The product is [C:1]([O:4][C@H:5]1[CH2:9][C@H:8]([N:10]2[CH:18]=[N:17][C:16]3[C:11]2=[N:12][CH:13]=[N:14][C:15]=3[C:45]#[C:44][C:38]2[CH:43]=[CH:42][CH:41]=[CH:40][CH:39]=2)[O:7][C@@H:6]1[CH2:20][O:21][Si:22]([C:25]([CH3:28])([CH3:27])[CH3:26])([CH3:24])[CH3:23])(=[O:3])[CH3:2]. The yield is 0.910. (4) The reactants are C([C:5]1[CH:37]=[CH:36][C:8]([C:9]([NH:11][C:12]2[CH:13]=[CH:14][C:15]([C:18]3[CH:26]=[C:25]4[C:21]([CH2:22][N:23]([C@@H:28]([CH:33]([CH3:35])[CH3:34])[C:29]([O:31][CH3:32])=[O:30])[C:24]4=[O:27])=[CH:20][CH:19]=3)=[N:16][CH:17]=2)=[O:10])=[CH:7][CH:6]=1)(C)(C)C.NC1C=CC(C2C=[C:52]3[C:48](CN([C@@H](C(C)C)C(OC)=O)[C:51]3=[O:54])=[CH:47]C=2)=NC=1.C(OC1C=CC(C(Cl)=O)=CC=1)CCC. No catalyst specified. The product is [CH2:51]([O:54][C:5]1[CH:37]=[CH:36][C:8]([C:9]([NH:11][C:12]2[CH:13]=[CH:14][C:15]([C:18]3[CH:26]=[C:25]4[C:21]([CH2:22][N:23]([C@@H:28]([CH:33]([CH3:34])[CH3:35])[C:29]([O:31][CH3:32])=[O:30])[C:24]4=[O:27])=[CH:20][CH:19]=3)=[N:16][CH:17]=2)=[O:10])=[CH:7][CH:6]=1)[CH2:52][CH2:48][CH3:47]. The yield is 0.690. (5) The reactants are [S:1]([C:5]1[S:9][C:8]([C:10]2[CH:18]=[CH:17][C:13]([C:14]([OH:16])=O)=[CH:12][CH:11]=2)=[CH:7][CH:6]=1)(=[O:4])(=[O:3])[NH2:2].[Li].CCN=C=NCCCN(C)C.Cl.C1C=CC2N(O)N=NC=2C=1.CCN(C(C)C)C(C)C.[NH:51]1[CH2:55][CH2:54][CH2:53][C@H:52]1[CH2:56][N:57]1[CH2:61][CH2:60][CH2:59][CH2:58]1. The catalyst is CN(C=O)C.ClCCl. The product is [N:57]1([CH2:56][C@@H:52]2[CH2:53][CH2:54][CH2:55][N:51]2[C:14]([C:13]2[CH:12]=[CH:11][C:10]([C:8]3[S:9][C:5]([S:1]([NH2:2])(=[O:3])=[O:4])=[CH:6][CH:7]=3)=[CH:18][CH:17]=2)=[O:16])[CH2:61][CH2:60][CH2:59][CH2:58]1. The yield is 0.340. (6) The reactants are [Cl:1][C:2]1[CH:7]=[CH:6][C:5]([C:8]2[CH:9]=[N:10][CH:11]=[C:12]3[C:17]=2[N:16]=[C:15]([C:18]([OH:20])=O)[CH:14]=[CH:13]3)=[CH:4][CH:3]=1.C(Cl)(=O)C(Cl)=O.[CH3:27][S:28]([C:31]1[CH:36]=[CH:35][CH:34]=[CH:33][C:32]=1[CH2:37][NH2:38])(=[O:30])=[O:29].C(N(CC)CC)C. The catalyst is CN(C)C=O.ClCCl. The product is [Cl:1][C:2]1[CH:3]=[CH:4][C:5]([C:8]2[CH:9]=[N:10][CH:11]=[C:12]3[C:17]=2[N:16]=[C:15]([C:18]([NH:38][CH2:37][C:32]2[CH:33]=[CH:34][CH:35]=[CH:36][C:31]=2[S:28]([CH3:27])(=[O:30])=[O:29])=[O:20])[CH:14]=[CH:13]3)=[CH:6][CH:7]=1. The yield is 0.300. (7) The reactants are [NH2:1][CH:2]1[CH2:7][CH2:6][N:5]([CH2:8][CH:9]2[N:19]3[CH:20]4[CH:15]([CH:16]=[CH:17][C:18]3=[O:21])[N:14]=[CH:13][C:12](=[O:22])[N:11]4[CH2:10]2)[CH2:4][CH2:3]1.[O:23]1[C:32]2[CH:31]=[C:30]([CH:33]=O)[N:29]=[CH:28][C:27]=2[O:26][CH2:25][CH2:24]1.C(O[BH-](OC(=O)C)OC(=O)C)(=O)C.[Na+].C([O-])(O)=O.[Na+].[Cl:54]CCl. The catalyst is CO. The product is [ClH:54].[ClH:54].[O:23]1[C:32]2[CH:31]=[C:30]([CH2:33][NH:1][CH:2]3[CH2:7][CH2:6][N:5]([CH2:8][CH:9]4[N:19]5[C:20]6[N:11]([C:12](=[O:22])[CH:13]=[N:14][C:15]=6[CH:16]=[CH:17][C:18]5=[O:21])[CH2:10]4)[CH2:4][CH2:3]3)[N:29]=[CH:28][C:27]=2[O:26][CH2:25][CH2:24]1. The yield is 0.600. (8) The reactants are [C:1]([C:3]1[CH:8]=[CH:7][C:6]([OH:9])=[CH:5][CH:4]=1)#[N:2].C([O-])([O-])=O.[K+].[K+].[Br:16][CH2:17][CH2:18]Br. The catalyst is CC#N. The product is [Br:16][CH2:17][CH2:18][O:9][C:6]1[CH:7]=[CH:8][C:3]([C:1]#[N:2])=[CH:4][CH:5]=1. The yield is 0.450.